From a dataset of Aqueous solubility values for 9,982 compounds from the AqSolDB database. Regression/Classification. Given a drug SMILES string, predict its absorption, distribution, metabolism, or excretion properties. Task type varies by dataset: regression for continuous measurements (e.g., permeability, clearance, half-life) or binary classification for categorical outcomes (e.g., BBB penetration, CYP inhibition). For this dataset (solubility_aqsoldb), we predict Y. (1) The Y is -4.23 log mol/L. The compound is COc1ccc(NS(=O)(=O)c2ccc(N)cc2)cc1. (2) The drug is N#CCCN[C@@H](CCC(=O)O)C(=O)O. The Y is -1.30 log mol/L. (3) The compound is CO[Si](OC)(C1CCCC1)C1CCCC1. The Y is -4.63 log mol/L. (4) The drug is OCc1cc(Cl)c(Cl)c(Cl)c1. The Y is -3.09 log mol/L. (5) The molecule is C=C[C@@](C)(/C=C/c1ccc(O)cc1)CCC=C(C)C. The Y is -6.34 log mol/L. (6) The compound is FC(F)(F)c1cccc(Cl)c1. The Y is -3.41 log mol/L. (7) The compound is O=C(C1CCC1)N(O)C1CCCCC1. The Y is -2.70 log mol/L. (8) The drug is CCCCCCCC1(CC)C(=O)NC(=O)NC1=O. The Y is -3.43 log mol/L. (9) The drug is CC1=C(/C=C/C(C)=C/C=C/C(C)=C/CO)C(C)(C)CCC1. The Y is -3.81 log mol/L.